From a dataset of Full USPTO retrosynthesis dataset with 1.9M reactions from patents (1976-2016). Predict the reactants needed to synthesize the given product. (1) Given the product [Cl:8][C:6]1[CH:7]=[C:2]([N:21]2[CH2:22][CH2:23][CH2:24][CH:20]2[CH:17]2[CH2:19][CH2:18]2)[N:3]=[C:4]([NH2:9])[N:5]=1, predict the reactants needed to synthesize it. The reactants are: Cl[C:2]1[CH:7]=[C:6]([Cl:8])[N:5]=[C:4]([NH2:9])[N:3]=1.CCN(CC)CC.[CH:17]1([CH:20]2[CH2:24][CH2:23][CH2:22][NH:21]2)[CH2:19][CH2:18]1. (2) Given the product [Br:10][C:8]1[C:7]([N:17]([CH2:16][CH2:15][O:14][CH3:13])[CH3:18])=[N:6][CH:5]=[C:4]([CH:9]=1)[C:3]([OH:2])=[O:12], predict the reactants needed to synthesize it. The reactants are: C[O:2][C:3](=[O:12])[C:4]1[CH:9]=[C:8]([Br:10])[C:7](Cl)=[N:6][CH:5]=1.[CH3:13][O:14][CH2:15][CH2:16][NH:17][CH3:18].[OH-].[Na+].Cl.C(O)(=O)CC(CC(O)=O)(C(O)=O)O. (3) Given the product [CH2:16]1[C:17]2[C:18](=[CH:19][CH:20]=[CH:21][CH:22]=2)[CH2:7][CH:6]1[NH:3][CH3:4], predict the reactants needed to synthesize it. The reactants are: C([N:3]([CH2:6][CH3:7])[CH2:4]C)C.ClC(OCC)=O.NC1C[C:22]2[C:17](=[CH:18][CH:19]=[CH:20][CH:21]=2)[CH2:16]1. (4) Given the product [CH3:20][O:21][C:22]1[CH:23]=[N:24][CH:25]=[CH:26][C:27]=1[C:2]1[N:7]=[CH:6][N:5]=[C:4]([NH:8][C:9]2[CH:14]=[CH:13][CH:12]=[C:11]([CH2:15][S:16]([CH3:19])(=[O:18])=[O:17])[CH:10]=2)[N:3]=1, predict the reactants needed to synthesize it. The reactants are: Cl[C:2]1[N:7]=[CH:6][N:5]=[C:4]([NH:8][C:9]2[CH:14]=[CH:13][CH:12]=[C:11]([CH2:15][S:16]([CH3:19])(=[O:18])=[O:17])[CH:10]=2)[N:3]=1.[CH3:20][O:21][C:22]1[CH:23]=[N:24][CH:25]=[CH:26][C:27]=1B(O)O. (5) Given the product [F:1][C:2]1[CH:3]=[CH:4][C:5]([CH2:6][N:7]2[C:15]3[C:10](=[CH:11][C:12]([S:16]([CH3:19])(=[O:17])=[O:18])=[CH:13][CH:14]=3)[CH:9]=[C:8]2[C:20]([C:22]2[S:23][CH:24]=[CH:25][N:26]=2)=[O:21])=[CH:27][CH:28]=1, predict the reactants needed to synthesize it. The reactants are: [F:1][C:2]1[CH:28]=[CH:27][C:5]([CH2:6][N:7]2[C:15]3[C:10](=[CH:11][C:12]([S:16]([CH3:19])(=[O:18])=[O:17])=[CH:13][CH:14]=3)[CH:9]=[C:8]2[CH:20]([C:22]2[S:23][CH:24]=[CH:25][N:26]=2)[OH:21])=[CH:4][CH:3]=1. (6) The reactants are: [N:1]([C:4]1[CH:9]=[C:8]([C:10]([O:12]C)=[O:11])[CH:7]=[CH:6][C:5]=1[C:14]([O:16]C)=O)=[C:2]=[S:3].[NH2:18][C:19]1[N:24]=[CH:23][C:22]([O:25][CH3:26])=[C:21]([O:27][CH3:28])[N:20]=1. Given the product [CH3:26][O:25][C:22]1[CH:23]=[N:24][C:19]([N:18]2[C:14](=[O:16])[C:5]3[C:4](=[CH:9][C:8]([C:10]([OH:12])=[O:11])=[CH:7][CH:6]=3)[NH:1][C:2]2=[S:3])=[N:20][C:21]=1[O:27][CH3:28], predict the reactants needed to synthesize it.